From a dataset of Forward reaction prediction with 1.9M reactions from USPTO patents (1976-2016). Predict the product of the given reaction. (1) Given the reactants [OH-].[K+].[Br:3][C:4]1[CH:5]=[C:6]([CH:10]=[CH:11][C:12]=1[O:13][C:14]1([C:17]2[N:21]([CH3:22])[C:20]([C:23]3[CH:28]=[CH:27][CH:26]=[CH:25][C:24]=3[C:29]([F:32])([F:31])[F:30])=[N:19][N:18]=2)[CH2:16][CH2:15]1)[C:7](N)=[O:8].C(O)C[OH:35], predict the reaction product. The product is: [Br:3][C:4]1[CH:5]=[C:6]([CH:10]=[CH:11][C:12]=1[O:13][C:14]1([C:17]2[N:21]([CH3:22])[C:20]([C:23]3[CH:28]=[CH:27][CH:26]=[CH:25][C:24]=3[C:29]([F:30])([F:31])[F:32])=[N:19][N:18]=2)[CH2:15][CH2:16]1)[C:7]([OH:8])=[O:35]. (2) Given the reactants [Br:1][C:2]1[CH:10]=[C:9]2[C:5]([C:6]([C:14]([OH:16])=[O:15])=[N:7][N:8]2[CH:11](C)C)=[CH:4][CH:3]=1.[CH3:17]OC(C1C2C(=CC=CC=2)NN=1)=O.CI.C(I)(C)C, predict the reaction product. The product is: [CH3:17][O:16][C:14]([C:6]1[C:5]2[C:9](=[CH:10][C:2]([Br:1])=[CH:3][CH:4]=2)[N:8]([CH3:11])[N:7]=1)=[O:15]. (3) Given the reactants [Cl:1][C:2]1[C:3]([O:12][C:13]2[CH:18]=[C:17]([O:19][CH2:20][CH2:21][O:22][CH:23]([CH3:25])[CH3:24])[CH:16]=[CH:15][C:14]=2[CH2:26][CH2:27][C:28](OCC)=[O:29])=[N:4][CH:5]=[C:6]([C:8]([F:11])([F:10])[F:9])[CH:7]=1.[H-].[Al+3].[Li+].[H-].[H-].[H-].O.O.O.O.O.O.O.O.O.O.S([O-])([O-])(=O)=O.[Na+].[Na+], predict the reaction product. The product is: [Cl:1][C:2]1[C:3]([O:12][C:13]2[CH:18]=[C:17]([O:19][CH2:20][CH2:21][O:22][CH:23]([CH3:24])[CH3:25])[CH:16]=[CH:15][C:14]=2[CH2:26][CH2:27][CH2:28][OH:29])=[N:4][CH:5]=[C:6]([C:8]([F:10])([F:9])[F:11])[CH:7]=1. (4) Given the reactants C(C[CH2:4][C:5]([OH:7])=[O:6])CC[CH:4](N)[C:5]([OH:7])=[O:6].C(CC(N)C(O)=O)CCC(O)=O.C(CCC(O)=O)CC[C@H](N)C(O)=O.[NH2:39][C@@H:40]([C:42]([OH:44])=[O:43])[CH3:41], predict the reaction product. The product is: [NH2:39][C@@H:40]([C:42]([OH:44])=[O:43])[CH2:41][CH2:4][C:5]([OH:7])=[O:6]. (5) Given the reactants [Cl:1][C:2]1[N:3]=[CH:4][CH:5]=[C:6]2[C:11]=1[N:10]=[CH:9][C:8]([O:12][CH2:13][CH:14]1CC1)=[CH:7]2.ClC1N=CC=C2C=1N=C[C:24]([OH:28])=C2, predict the reaction product. The product is: [Cl:1][C:2]1[N:3]=[CH:4][CH:5]=[C:6]2[C:11]=1[N:10]=[CH:9][C:8]([O:12][CH2:13][CH2:14][O:28][CH3:24])=[CH:7]2.